Dataset: Reaction yield outcomes from USPTO patents with 853,638 reactions. Task: Predict the reaction yield, written as a fraction of the theoretical maximum amount of product (1.0 means a 100% yield; for example, 0.34 means a 34% yield). (1) The reactants are [CH3:1][N:2]1[C:6]2([CH2:15][CH2:14][C:9]3(OCC[O:10]3)[CH2:8][CH2:7]2)[CH2:5][N:4]([CH3:16])[C:3]1=[O:17].Cl. The catalyst is C1COCC1. The product is [CH3:1][N:2]1[C:6]2([CH2:15][CH2:14][C:9](=[O:10])[CH2:8][CH2:7]2)[CH2:5][N:4]([CH3:16])[C:3]1=[O:17]. The yield is 0.660. (2) The reactants are [F:1][C:2]1[CH:25]=[CH:24][CH:23]=[C:22]([F:26])[C:3]=1[C:4]([NH:6][C:7]1[C:8]([C:12]2[NH:13][C:14]([C:18](F)(F)F)=[C:15]([CH3:17])[N:16]=2)=[N:9][NH:10][CH:11]=1)=[O:5].[OH-].[NH4+:28]. The catalyst is CO. The product is [C:18]([C:14]1[NH:13][C:12]([C:8]2[C:7]([NH:6][C:4](=[O:5])[C:3]3[C:22]([F:26])=[CH:23][CH:24]=[CH:25][C:2]=3[F:1])=[CH:11][NH:10][N:9]=2)=[N:16][C:15]=1[CH3:17])#[N:28]. The yield is 0.910.